Task: Predict which catalyst facilitates the given reaction.. Dataset: Catalyst prediction with 721,799 reactions and 888 catalyst types from USPTO (1) Reactant: [C:9](O[C:9]([O:11][C:12]([CH3:15])([CH3:14])[CH3:13])=[O:10])([O:11][C:12]([CH3:15])([CH3:14])[CH3:13])=[O:10].[Br:16][C:17]1[CH:18]=[CH:19][C:20]2[NH:21][C:22]3[C:27]([C:28]=2[CH:29]=1)=[CH:26][CH:25]=[CH:24][CH:23]=3.O. Product: [Br:16][C:17]1[CH:18]=[CH:19][C:20]2[N:21]([C:9]([O:11][C:12]([CH3:13])([CH3:14])[CH3:15])=[O:10])[C:22]3[C:27]([C:28]=2[CH:29]=1)=[CH:26][CH:25]=[CH:24][CH:23]=3. The catalyst class is: 230. (2) Reactant: Cl[CH:2]([C:14]1[CH:19]=[CH:18][CH:17]=[CH:16][CH:15]=1)[C:3]([C:5]1[C:13]2[C:8](=[CH:9][CH:10]=[CH:11][CH:12]=2)[NH:7][CH:6]=1)=[O:4].[CH3:20][O:21][C:22]1[C:28]([O:29][CH3:30])=[CH:27][CH:26]=[CH:25][C:23]=1[NH2:24].CCN(C(C)C)C(C)C. Product: [CH3:20][O:21][C:22]1[C:28]([O:29][CH3:30])=[CH:27][CH:26]=[CH:25][C:23]=1[NH:24][CH:2]([C:14]1[CH:19]=[CH:18][CH:17]=[CH:16][CH:15]=1)[C:3]([C:5]1[C:13]2[C:8](=[CH:9][CH:10]=[CH:11][CH:12]=2)[NH:7][CH:6]=1)=[O:4]. The catalyst class is: 10. (3) Reactant: CN(C)C=O.[CH3:6][O:7][C:8]([C:10]1[C:15](Br)=[N:14][CH:13]=[C:12]([Br:17])[N:11]=1)=[O:9].[F:18][C:19]1[CH:24]=[CH:23][C:22]([SH:25])=[CH:21][CH:20]=1.C(=O)([O-])[O-].[K+].[K+]. Product: [CH3:6][O:7][C:8]([C:10]1[C:15]([S:25][C:22]2[CH:23]=[CH:24][C:19]([F:18])=[CH:20][CH:21]=2)=[N:14][CH:13]=[C:12]([Br:17])[N:11]=1)=[O:9]. The catalyst class is: 6. (4) Reactant: [NH:1]1[C:9]2[C:4](=[N:5][CH:6]=[CH:7][CH:8]=2)[C:3]([C:10]2[CH2:15][CH2:14][CH:13]([NH:16][C:17](=[O:23])[O:18][C:19]([CH3:22])([CH3:21])[CH3:20])[CH2:12][CH:11]=2)=[CH:2]1.[O:24]1[C:28]2=[CH:29][CH:30]=[CH:31][C:32]([S:33](Cl)(=[O:35])=[O:34])=[C:27]2[CH2:26][CH2:25]1. Product: [O:24]1[C:28]2[CH:29]=[CH:30][CH:31]=[C:32]([S:33]([N:1]3[C:9]4[C:4](=[N:5][CH:6]=[CH:7][CH:8]=4)[C:3]([C:10]4[CH2:15][CH2:14][CH:13]([NH:16][C:17](=[O:23])[O:18][C:19]([CH3:20])([CH3:22])[CH3:21])[CH2:12][CH:11]=4)=[CH:2]3)(=[O:35])=[O:34])[C:27]=2[CH2:26][CH2:25]1. The catalyst class is: 4. (5) Reactant: [CH:1]1([C:4]2[C:9]([CH2:10]O)=[C:8]([CH2:12][O:13][CH3:14])[N:7]=[C:6]([C:15]3[CH:20]=[CH:19][C:18]([C:21]([F:24])([F:23])[F:22])=[CH:17][CH:16]=3)[N:5]=2)[CH2:3][CH2:2]1.S(Cl)([Cl:27])=O. Product: [Cl:27][CH2:10][C:9]1[C:4]([CH:1]2[CH2:3][CH2:2]2)=[N:5][C:6]([C:15]2[CH:16]=[CH:17][C:18]([C:21]([F:23])([F:24])[F:22])=[CH:19][CH:20]=2)=[N:7][C:8]=1[CH2:12][O:13][CH3:14]. The catalyst class is: 4.